This data is from Full USPTO retrosynthesis dataset with 1.9M reactions from patents (1976-2016). The task is: Predict the reactants needed to synthesize the given product. (1) The reactants are: [C:1]([C:4]1[CH:9]=[CH:8][C:7]([Br:10])=[CH:6][C:5]=1OS(C)(=O)=O)(=O)[CH3:2].[CH3:16][O:17][CH2:18][CH2:19][CH2:20][NH:21][NH2:22].C([O-])(=O)C.[NH4+].O. Given the product [Br:10][C:7]1[CH:6]=[C:5]2[C:4]([C:1]([CH3:2])=[N:22][N:21]2[CH2:20][CH2:19][CH2:18][O:17][CH3:16])=[CH:9][CH:8]=1, predict the reactants needed to synthesize it. (2) Given the product [Cl:49][C:50]1[CH:61]=[CH:60][C:53]2[NH:54][C:55]([CH:57]([NH:59][C:5](=[O:7])[C:4]3[CH:8]=[CH:9][C:10]([C:11]([N:13]4[CH2:17][CH2:16][CH2:15][CH2:14]4)=[O:12])=[C:2]([Br:1])[CH:3]=3)[CH3:58])=[N:56][C:52]=2[CH:51]=1, predict the reactants needed to synthesize it. The reactants are: [Br:1][C:2]1[CH:3]=[C:4]([CH:8]=[CH:9][C:10]=1[C:11]([N:13]1[CH2:17][CH2:16][CH2:15][CH2:14]1)=[O:12])[C:5]([OH:7])=O.CN(C(ON1N=NC2C=CC=CC1=2)=[N+](C)C)C.[B-](F)(F)(F)F.C(N(C(C)C)CC)(C)C.[Cl:49][C:50]1[CH:61]=[CH:60][C:53]2[NH:54][C:55]([CH:57]([NH2:59])[CH3:58])=[N:56][C:52]=2[CH:51]=1.BrBr.ClCl. (3) Given the product [O:1]1[C:5]2[CH:6]=[CH:7][CH:8]=[CH:9][C:4]=2[C:3]([CH2:10][CH2:11][CH2:12][C:19]([OH:15])=[O:29])=[CH:2]1, predict the reactants needed to synthesize it. The reactants are: [O:1]1[C:5]2[CH:6]=[CH:7][CH:8]=[CH:9][C:4]=2[C:3]([CH2:10][CH2:11][C:12](O)=O)=[CH:2]1.[O:15]1[C:19]2C=CC=CC=2C(CCCC#N)=C1.[OH-:29].[K+].O. (4) Given the product [CH:1]1([CH2:4][CH2:5][O:6][CH2:7][C:8]2[N:13]=[C:12]([NH:14][S:23]([C:19]3[CH:20]=[CH:21][CH:22]=[C:17]([C:16]([F:15])([F:27])[F:28])[CH:18]=3)(=[O:25])=[O:24])[CH:11]=[CH:10][CH:9]=2)[CH2:3][CH2:2]1, predict the reactants needed to synthesize it. The reactants are: [CH:1]1([CH2:4][CH2:5][O:6][CH2:7][C:8]2[N:13]=[C:12]([NH2:14])[CH:11]=[CH:10][CH:9]=2)[CH2:3][CH2:2]1.[F:15][C:16]([F:28])([F:27])[C:17]1[CH:18]=[C:19]([S:23](Cl)(=[O:25])=[O:24])[CH:20]=[CH:21][CH:22]=1. (5) The reactants are: C(C1C=C(O)C(=O)NN=1)C.C([O:18][C:19]1[N:20]=[N:21][C:22]([CH:33]2[CH2:35][CH2:34]2)=[CH:23][C:24]=1[O:25]CC1C=CC=CC=1)C1C=CC=CC=1. Given the product [CH:33]1([C:22]2[CH:23]=[C:24]([OH:25])[C:19](=[O:18])[NH:20][N:21]=2)[CH2:35][CH2:34]1, predict the reactants needed to synthesize it. (6) Given the product [CH3:8][S:7][C:5]1[N:21]([C:18]2[CH:19]=[CH:20][C:15]([N+:12]([O-:14])=[O:13])=[CH:16][CH:17]=2)[N:22]=[C:3]([C:2]([F:11])([F:10])[F:1])[CH:4]=1, predict the reactants needed to synthesize it. The reactants are: [F:1][C:2]([F:11])([F:10])[C:3](=O)[CH2:4][C:5]([S:7][CH3:8])=O.[N+:12]([C:15]1[CH:20]=[CH:19][C:18]([NH:21][NH2:22])=[CH:17][CH:16]=1)([O-:14])=[O:13]. (7) Given the product [Cl:1][C:2]1[CH:7]=[C:6]([CH2:8][CH2:9][NH:10][C:11]2[N:16]=[C:15]([C:17]3[CH:18]=[C:19]([CH:20]=[CH:21][CH:22]=3)[CH2:23][N:24]([CH:25]([CH3:26])[CH3:27])[C:35](=[O:36])[C:34]3[CH:38]=[C:30]([CH3:29])[CH:31]=[N:32][CH:33]=3)[CH:14]=[CH:13][N:12]=2)[CH:5]=[CH:4][C:3]=1[OH:28], predict the reactants needed to synthesize it. The reactants are: [Cl:1][C:2]1[CH:7]=[C:6]([CH2:8][CH2:9][NH:10][C:11]2[N:16]=[C:15]([C:17]3[CH:22]=[CH:21][CH:20]=[C:19]([CH2:23][NH:24][CH:25]([CH3:27])[CH3:26])[CH:18]=3)[CH:14]=[CH:13][N:12]=2)[CH:5]=[CH:4][C:3]=1[OH:28].[CH3:29][C:30]1[CH:31]=[N:32][CH:33]=[C:34]([CH:38]=1)[C:35](O)=[O:36]. (8) Given the product [C:1]([O:4][CH2:5][CH2:6][O:7][C:8]1[CH:31]=[CH:30][C:11]([C:12]([N:14]2[C:20]3[CH:21]=[CH:22][CH:23]=[CH:24][C:19]=3[CH2:18][N:17]([CH2:25][C:26]([N:33]([C:35](=[O:36])[C:61]([CH3:60])([CH3:63])[CH3:64])[NH2:34])=[O:28])[C:16](=[O:29])[CH2:15]2)=[O:13])=[C:10]([Cl:32])[CH:9]=1)(=[O:3])[CH3:2], predict the reactants needed to synthesize it. The reactants are: [C:1]([O:4][CH2:5][CH2:6][O:7][C:8]1[CH:31]=[CH:30][C:11]([C:12]([N:14]2[C:20]3[CH:21]=[CH:22][CH:23]=[CH:24][C:19]=3[CH2:18][N:17]([CH2:25][C:26]([OH:28])=O)[C:16](=[O:29])[CH2:15]2)=[O:13])=[C:10]([Cl:32])[CH:9]=1)(=[O:3])[CH3:2].[NH:33]([C:35](OC(C)(C)C)=[O:36])[NH2:34].O.OC1C2N=NNC=2C=CC=1.Cl.C(N=C=NC[CH2:60][C:61]([CH3:64])([CH3:63])N)C. (9) Given the product [NH2:6][C:7]1[S:11][N:10]=[C:9]([CH3:12])[C:8]=1[C:13]([NH2:14])=[O:2], predict the reactants needed to synthesize it. The reactants are: S(=O)(=O)(O)[OH:2].[NH2:6][C:7]1[S:11][N:10]=[C:9]([CH3:12])[C:8]=1[C:13]#[N:14].N. (10) Given the product [BrH:37].[OH:3][C:4]1[CH:5]=[CH:6][C:7]2[O:11][N:10]=[C:9]([CH:12]3[CH2:13][CH2:14][NH:15][CH2:16][CH2:17]3)[C:8]=2[CH:34]=1, predict the reactants needed to synthesize it. The reactants are: Cl.C[O:3][C:4]1[C:5](OC)=[CH:6][C:7]2[O:11][N:10]=[C:9]([CH:12]3[CH2:17][CH2:16][N:15](CCCCOC4C=C5C(CCC(=O)N5)=CC=4)[CH2:14][CH2:13]3)[C:8]=2[CH:34]=1.[BrH:37].